Dataset: Reaction yield outcomes from USPTO patents with 853,638 reactions. Task: Predict the reaction yield, written as a fraction of the theoretical maximum amount of product (1.0 means a 100% yield; for example, 0.34 means a 34% yield). The reactants are [C:6](O[C:6](=[O:9])[CH2:7][CH3:8])(=[O:9])[CH2:7][CH3:8].[Cl:10][CH2:11][CH:12]1[C:20]2[C:19]3[CH:21]=[CH:22][C:23]([S:25]([NH2:28])(=[O:27])=[O:26])=[CH:24][C:18]=3[C:17]([N+:29]([O-:31])=[O:30])=[CH:16][C:15]=2[N:14](C(=O)C(F)(F)F)[CH2:13]1.CCN(CC)CC.C([O-])([O-])=O.[Cs+].[Cs+].Cl. The catalyst is CN(C1C=CN=CC=1)C.C1COCC1.CO. The product is [Cl:10][CH2:11][CH:12]1[C:20]2[C:19]3[CH:21]=[CH:22][C:23]([S:25]([NH:28][C:6](=[O:9])[CH2:7][CH3:8])(=[O:27])=[O:26])=[CH:24][C:18]=3[C:17]([N+:29]([O-:31])=[O:30])=[CH:16][C:15]=2[NH:14][CH2:13]1. The yield is 0.780.